This data is from NCI-60 drug combinations with 297,098 pairs across 59 cell lines. The task is: Regression. Given two drug SMILES strings and cell line genomic features, predict the synergy score measuring deviation from expected non-interaction effect. (1) Drug 2: C1=CC(=C2C(=C1NCCNCCO)C(=O)C3=C(C=CC(=C3C2=O)O)O)NCCNCCO. Drug 1: COC1=C(C=C2C(=C1)N=CN=C2NC3=CC(=C(C=C3)F)Cl)OCCCN4CCOCC4. Synergy scores: CSS=61.1, Synergy_ZIP=12.3, Synergy_Bliss=13.8, Synergy_Loewe=15.6, Synergy_HSA=17.0. Cell line: SF-539. (2) Drug 1: CC1=C2C(C(=O)C3(C(CC4C(C3C(C(C2(C)C)(CC1OC(=O)C(C(C5=CC=CC=C5)NC(=O)OC(C)(C)C)O)O)OC(=O)C6=CC=CC=C6)(CO4)OC(=O)C)OC)C)OC. Drug 2: CNC(=O)C1=CC=CC=C1SC2=CC3=C(C=C2)C(=NN3)C=CC4=CC=CC=N4. Cell line: PC-3. Synergy scores: CSS=18.1, Synergy_ZIP=-11.0, Synergy_Bliss=-11.2, Synergy_Loewe=-46.5, Synergy_HSA=-12.8. (3) Drug 1: CCC1=CC2CC(C3=C(CN(C2)C1)C4=CC=CC=C4N3)(C5=C(C=C6C(=C5)C78CCN9C7C(C=CC9)(C(C(C8N6C)(C(=O)OC)O)OC(=O)C)CC)OC)C(=O)OC.C(C(C(=O)O)O)(C(=O)O)O. Drug 2: N.N.Cl[Pt+2]Cl. Cell line: HS 578T. Synergy scores: CSS=58.5, Synergy_ZIP=0.197, Synergy_Bliss=0.361, Synergy_Loewe=-28.8, Synergy_HSA=-0.868. (4) Drug 1: C1CCC(C1)C(CC#N)N2C=C(C=N2)C3=C4C=CNC4=NC=N3. Drug 2: CCC1(C2=C(COC1=O)C(=O)N3CC4=CC5=C(C=CC(=C5CN(C)C)O)N=C4C3=C2)O.Cl. Cell line: A549. Synergy scores: CSS=26.3, Synergy_ZIP=-6.54, Synergy_Bliss=1.62, Synergy_Loewe=-6.63, Synergy_HSA=1.71. (5) Drug 1: C1CC(=O)NC(=O)C1N2CC3=C(C2=O)C=CC=C3N. Drug 2: C1=CC=C(C=C1)NC(=O)CCCCCCC(=O)NO. Cell line: COLO 205. Synergy scores: CSS=10.8, Synergy_ZIP=0.0690, Synergy_Bliss=0.0657, Synergy_Loewe=-2.94, Synergy_HSA=1.87. (6) Drug 1: CN(C)N=NC1=C(NC=N1)C(=O)N. Drug 2: CC1=C(C=C(C=C1)NC(=O)C2=CC=C(C=C2)CN3CCN(CC3)C)NC4=NC=CC(=N4)C5=CN=CC=C5. Cell line: OVCAR-4. Synergy scores: CSS=4.34, Synergy_ZIP=-0.298, Synergy_Bliss=3.03, Synergy_Loewe=0.0820, Synergy_HSA=1.94. (7) Drug 1: CN(C)N=NC1=C(NC=N1)C(=O)N. Drug 2: C(CN)CNCCSP(=O)(O)O. Cell line: HOP-92. Synergy scores: CSS=2.87, Synergy_ZIP=0.126, Synergy_Bliss=4.13, Synergy_Loewe=0.987, Synergy_HSA=2.25.